Dataset: Tox21: 12 toxicity assays (nuclear receptors and stress response pathways). Task: Binary classification across 12 toxicity assays. (1) The compound is CCCCCCCCCC(CC)c1ccc(S(=O)(=O)O)cc1. It tested positive (active) for: SR-ARE (Antioxidant Response Element (oxidative stress)). (2) The drug is Nc1ccc(Br)cc1. It tested positive (active) for: NR-AhR (Aryl hydrocarbon Receptor agonist activity). (3) The drug is C=CC[C@]1(O)CC[C@H]2[C@@H]3CCC4=CC(=O)CCC4=C3C=C[C@@]21C. It tested positive (active) for: NR-AR (Androgen Receptor agonist activity), NR-AR-LBD (Androgen Receptor Ligand Binding Domain agonist), NR-ER (Estrogen Receptor agonist activity), and NR-ER-LBD (Estrogen Receptor Ligand Binding Domain agonist). (4) The drug is CCCCCCOC(=O)c1ccc(O)cc1. It tested positive (active) for: NR-ER (Estrogen Receptor agonist activity), NR-ER-LBD (Estrogen Receptor Ligand Binding Domain agonist), SR-ATAD5 (ATAD5 genotoxicity (DNA damage)), and SR-MMP (Mitochondrial Membrane Potential disruption). (5) The molecule is CCCCn1cc[n+](C)c1.F[B-](F)(F)F. It tested positive (active) for: SR-ARE (Antioxidant Response Element (oxidative stress)).